From a dataset of Full USPTO retrosynthesis dataset with 1.9M reactions from patents (1976-2016). Predict the reactants needed to synthesize the given product. (1) Given the product [I:1][C:2]1[S:6][C:5]([C:7](=[O:19])[CH:8]=[CH:9][C:10]2[CH:15]=[CH:14][C:13]([NH2:16])=[CH:12][CH:11]=2)=[CH:4][CH:3]=1, predict the reactants needed to synthesize it. The reactants are: [I:1][C:2]1[S:6][C:5]([C:7](=[O:19])[CH:8]=[CH:9][C:10]2[CH:15]=[CH:14][C:13]([N+:16]([O-])=O)=[CH:12][CH:11]=2)=[CH:4][CH:3]=1.[Sn](Cl)Cl. (2) Given the product [CH2:13]1[C:14]2[C:19](=[CH:18][CH:17]=[CH:16][CH:15]=2)[CH2:20][CH2:21][N:12]1[CH2:11][CH:10]([OH:22])[CH2:9][NH:8][C:4]1[CH:3]=[C:2]([C:30]2[CH:31]=[CH:32][C:27]3[N:26]=[CH:25][N:24]([CH3:23])[C:28]=3[CH:29]=2)[CH:7]=[CH:6][N:5]=1, predict the reactants needed to synthesize it. The reactants are: Br[C:2]1[CH:7]=[CH:6][N:5]=[C:4]([NH:8][CH2:9][CH:10]([OH:22])[CH2:11][N:12]2[CH2:21][CH2:20][C:19]3[C:14](=[CH:15][CH:16]=[CH:17][CH:18]=3)[CH2:13]2)[CH:3]=1.[CH3:23][N:24]1[C:28]2[CH:29]=[C:30](B3OC(C)(C)C(C)(C)O3)[CH:31]=[CH:32][C:27]=2[N:26]=[CH:25]1.C([O-])([O-])=O.[Na+].[Na+].O. (3) Given the product [CH3:1][C:2]1[CH:7]=[CH:6][C:5]([C:8]2[CH:13]=[C:12]([CH:14]([OH:19])[C:15]([F:17])([F:18])[F:16])[CH:11]=[C:10]([C:20]([OH:22])=[O:21])[CH:9]=2)=[CH:4][CH:3]=1, predict the reactants needed to synthesize it. The reactants are: [CH3:1][C:2]1[CH:7]=[CH:6][C:5]([C:8]2[CH:13]=[C:12]([CH:14]([OH:19])[C:15]([F:18])([F:17])[F:16])[CH:11]=[C:10]([C:20]([O:22]C(C)(C)C)=[O:21])[CH:9]=2)=[CH:4][CH:3]=1.FC(F)(F)C(O)=O. (4) Given the product [CH3:1][O:2][C:3]([C@@H:5]1[CH2:14][C:13]2[CH:12]=[C:11]3[O:15][CH2:16][C@H:17]([C:19]4[CH:24]=[CH:23][C:22]([OH:25])=[CH:21][CH:20]=4)[O:18][C:10]3=[CH:9][C:8]=2[CH2:7][N:6]1[C@H:29]([C:32]1[CH:33]=[CH:34][CH:35]=[CH:36][CH:37]=1)[CH2:30][CH3:31])=[O:4], predict the reactants needed to synthesize it. The reactants are: [CH3:1][O:2][C:3]([C@@H:5]1[CH2:14][C:13]2[CH:12]=[C:11]3[O:15][CH2:16][C@H:17]([C:19]4[CH:24]=[CH:23][C:22]([O:25]C(=O)C)=[CH:21][CH:20]=4)[O:18][C:10]3=[CH:9][C:8]=2[CH2:7][N:6]1[C@H:29]([C:32]1[CH:37]=[CH:36][CH:35]=[CH:34][CH:33]=1)[CH2:30][CH3:31])=[O:4].C([O-])(O)=O.[Na+].O.CCOC(C)=O. (5) Given the product [Cl:30][C:24]1[CH:23]=[C:22]([O:21][CH2:20][C:16]2[S:15][C:14]([CH:11]3[CH2:12][CH2:13][NH:8][CH2:9][CH2:10]3)=[N:18][C:17]=2[CH3:19])[CH:27]=[CH:26][C:25]=1[C:28]#[N:29], predict the reactants needed to synthesize it. The reactants are: C(OC([N:8]1[CH2:13][CH2:12][CH:11]([C:14]2[S:15][C:16]([CH2:20][O:21][C:22]3[CH:27]=[CH:26][C:25]([C:28]#[N:29])=[C:24]([Cl:30])[CH:23]=3)=[C:17]([CH3:19])[N:18]=2)[CH2:10][CH2:9]1)=O)(C)(C)C.C(OC(N1CCC(C2SC(CCl)=C(C)N=2)CC1)=O)(C)(C)C.ClC1C=C(O)C=CC=1C#N.FC(F)(F)C(O)=O. (6) Given the product [ClH:17].[ClH:17].[CH:1]1([N:4]2[CH2:9][CH2:8][NH:7][CH2:6][CH2:5]2)[CH2:3][CH2:2]1, predict the reactants needed to synthesize it. The reactants are: [CH:1]1([N:4]2[CH2:9][CH2:8][N:7](C(OC(C)(C)C)=O)[CH2:6][CH2:5]2)[CH2:3][CH2:2]1.[ClH:17]. (7) Given the product [CH2:13]([O:1][C:2]1[C:11]2[C:6](=[CH:7][CH:8]=[CH:9][CH:10]=2)[CH:5]=[CH:4][C:3]=1[OH:12])[C:14]1[CH:19]=[CH:18][CH:17]=[CH:16][CH:15]=1, predict the reactants needed to synthesize it. The reactants are: [OH:1][C:2]1[C:11]2[C:6](=[CH:7][CH:8]=[CH:9][CH:10]=2)[CH:5]=[CH:4][C:3]=1[OH:12].[CH2:13](Br)[C:14]1[CH:19]=[CH:18][CH:17]=[CH:16][CH:15]=1.C(=O)([O-])[O-].[K+].[K+].O. (8) Given the product [CH3:16][N:14]1[CH:15]=[C:11]([C:9]2[N:8]([C:17]3[CH:18]=[N:19][CH:20]=[CH:21][CH:22]=3)[N:7]=[C:6]([C:4]([OH:5])=[O:3])[CH:10]=2)[CH:12]=[N:13]1, predict the reactants needed to synthesize it. The reactants are: C([O:3][C:4]([C:6]1[CH:10]=[C:9]([C:11]2[CH:12]=[N:13][N:14]([CH3:16])[CH:15]=2)[N:8]([C:17]2[CH:18]=[N:19][CH:20]=[CH:21][CH:22]=2)[N:7]=1)=[O:5])C.O.[OH-].[Li+].